This data is from Retrosynthesis with 50K atom-mapped reactions and 10 reaction types from USPTO. The task is: Predict the reactants needed to synthesize the given product. (1) Given the product Cc1n[nH]c2cc(Nc3ncc4ccc(F)c(C)c4n3)ccc12, predict the reactants needed to synthesize it. The reactants are: Cc1c(F)ccc2cnc(Cl)nc12.Cc1n[nH]c2cc(N)ccc12. (2) Given the product Cc1ccc(-c2csc(C(F)(F)F)c2COc2c(F)cc(CCC(=O)O)cc2F)cn1, predict the reactants needed to synthesize it. The reactants are: CCOC(=O)CCc1cc(F)c(OCc2c(-c3ccc(C)nc3)csc2C(F)(F)F)c(F)c1.